This data is from Reaction yield outcomes from USPTO patents with 853,638 reactions. The task is: Predict the reaction yield, written as a fraction of the theoretical maximum amount of product (1.0 means a 100% yield; for example, 0.34 means a 34% yield). (1) The reactants are CO[CH:3](OC)[CH2:4][C:5]1[N:13]=[CH:12][CH:11]=[CH:10][C:6]=1[C:7]([NH2:9])=[O:8].CC1C=CC(S(O)(=O)=O)=CC=1.O. The catalyst is C1(C)C=CC=CC=1. The product is [N:13]1[C:5]2[CH:4]=[CH:3][NH:9][C:7](=[O:8])[C:6]=2[CH:10]=[CH:11][CH:12]=1. The yield is 0.660. (2) The reactants are [C:1]1([N:7](CC)[CH2:8][C:9]([OH:11])=[O:10])[CH:6]=[CH:5][CH:4]=[CH:3][CH:2]=1.C([O-])([O-])=O.[K+].[K+].Cl[CH2:21][C:22](=[O:24])[CH3:23].[Na+].[I-].[CH2:27]1COC[CH2:28]1. No catalyst specified. The product is [CH2:27]([O:11][C:9](=[O:10])[CH2:8][N:7]([CH2:21][C:22](=[O:24])[CH3:23])[C:1]1[CH:2]=[CH:3][CH:4]=[CH:5][CH:6]=1)[CH3:28]. The yield is 0.320. (3) The reactants are [H][H].[N+:3]([C:6]1[CH:7]=[N:8][N:9]([CH:11]([C:19]2[CH:24]=[CH:23][CH:22]=[CH:21][CH:20]=2)[CH2:12][N:13]2[CH2:17][CH2:16][CH2:15][C:14]2=[O:18])[CH:10]=1)([O-])=O. The catalyst is CO.[Ni]. The product is [NH2:3][C:6]1[CH:7]=[N:8][N:9]([CH:11]([C:19]2[CH:24]=[CH:23][CH:22]=[CH:21][CH:20]=2)[CH2:12][N:13]2[CH2:17][CH2:16][CH2:15][C:14]2=[O:18])[CH:10]=1. The yield is 0.670. (4) The reactants are [CH:1]([C:4]1[CH:9]=[CH:8][C:7](/[CH:10]=[CH:11]/[C:12](OCC)=[O:13])=[CH:6][CH:5]=1)([CH3:3])[CH3:2].[H-].[Al+3].[Li+].[H-].[H-].[H-].O. The catalyst is O1CCCC1. The product is [CH:1]([C:4]1[CH:5]=[CH:6][C:7](/[CH:10]=[CH:11]/[CH2:12][OH:13])=[CH:8][CH:9]=1)([CH3:3])[CH3:2]. The yield is 0.650. (5) The reactants are C[O:2][C:3](=[O:23])[CH:4]=[CH:5][C:6]1[CH:11]=[CH:10][CH:9]=[C:8]([S:12](=[O:22])(=[O:21])[NH:13][CH2:14][C:15]2[CH:20]=[CH:19][CH:18]=[CH:17][CH:16]=2)[CH:7]=1.CO. No catalyst specified. The product is [CH2:14]([NH:13][S:12]([C:8]1[CH:7]=[C:6]([CH:5]=[CH:4][C:3]([OH:23])=[O:2])[CH:11]=[CH:10][CH:9]=1)(=[O:22])=[O:21])[C:15]1[CH:20]=[CH:19][CH:18]=[CH:17][CH:16]=1. The yield is 0.810. (6) The reactants are [CH3:1][O:2][C:3]1[C:4](=[O:40])[C:5]([CH3:39])=[C:6]([CH2:12][C:13]2[CH:14]=[CH:15][C:16]([O:35]C(=O)C)=[C:17]([CH:34]=2)[C:18]([NH:20][C:21]2[CH:33]=[CH:32][C:24]([C:25]([O:27][C:28]([CH3:31])([CH3:30])[CH3:29])=[O:26])=[CH:23][CH:22]=2)=[O:19])[C:7](=[O:11])[C:8]=1[O:9][CH3:10].C(=O)([O-])O.[Na+]. The product is [CH3:1][O:2][C:3]1[C:4](=[O:40])[C:5]([CH3:39])=[C:6]([CH2:12][C:13]2[CH:14]=[CH:15][C:16]([OH:35])=[C:17]([CH:34]=2)[C:18]([NH:20][C:21]2[CH:33]=[CH:32][C:24]([C:25]([O:27][C:28]([CH3:31])([CH3:30])[CH3:29])=[O:26])=[CH:23][CH:22]=2)=[O:19])[C:7](=[O:11])[C:8]=1[O:9][CH3:10]. The yield is 0.520. The catalyst is CO.O. (7) The reactants are [BrH:1].[CH3:2][N:3]([CH2:5][CH2:6][CH2:7][C:8]1([C:19]2[CH:20]=[CH:21][C:22]([F:25])=[CH:23][CH:24]=2)[O:16][CH2:15][C:14]2[CH:13]=[C:12]([C:17]#[N:18])[CH:11]=[CH:10][C:9]1=2)[CH3:4]. The catalyst is C(OCC)(=O)C. The product is [CH3:2][N:3]([CH2:5][CH2:6][CH2:7][C:8]1([C:19]2[CH:24]=[CH:23][C:22]([F:25])=[CH:21][CH:20]=2)[O:16][CH2:15][C:14]2[CH:13]=[C:12]([C:17]#[N:18])[CH:11]=[CH:10][C:9]1=2)[CH3:4].[BrH:1]. The yield is 0.900.